This data is from Forward reaction prediction with 1.9M reactions from USPTO patents (1976-2016). The task is: Predict the product of the given reaction. (1) Given the reactants [CH3:1][O:2][C:3](=[O:25])[CH:4]([NH:7][C:8](=[O:24])[C:9]1[CH:14]=[CH:13][C:12]([CH2:15][NH:16][C:17]([O:19][C:20]([CH3:23])([CH3:22])[CH3:21])=[O:18])=[CH:11][CH:10]=1)[CH2:5]O.CC[N+](S(N=C(OC)[O-])(=O)=O)(CC)CC, predict the reaction product. The product is: [CH3:1][O:2][C:3]([CH:4]1[CH2:5][O:24][C:8]([C:9]2[CH:14]=[CH:13][C:12]([CH2:15][NH:16][C:17]([O:19][C:20]([CH3:23])([CH3:22])[CH3:21])=[O:18])=[CH:11][CH:10]=2)=[N:7]1)=[O:25]. (2) Given the reactants [Cl:1][C:2]1[CH:7]=[CH:6][N:5]=[C:4]([CH2:8][NH:9][C:10]2[O:11][C:12]3[C:18]([O:19][CH3:20])=[CH:17][C:16]([C:21]([OH:23])=O)=[CH:15][C:13]=3[N:14]=2)[CH:3]=1.[CH3:24][CH:25]1[O:30][CH2:29][C:28]([CH3:32])([CH3:31])[NH:27][CH2:26]1.C(N(CC)C(C)C)(C)C.CN(C(ON1N=NC2C=CC=NC1=2)=[N+](C)C)C.F[P-](F)(F)(F)(F)F, predict the reaction product. The product is: [Cl:1][C:2]1[CH:7]=[CH:6][N:5]=[C:4]([CH2:8][NH:9][C:10]2[O:11][C:12]3[C:18]([O:19][CH3:20])=[CH:17][C:16]([C:21]([N:27]4[C:28]([CH3:32])([CH3:31])[CH2:29][O:30][CH:25]([CH3:24])[CH2:26]4)=[O:23])=[CH:15][C:13]=3[N:14]=2)[CH:3]=1. (3) Given the reactants FC1C=CC([C:8]2[C:9]([NH2:37])=[N:10][CH:11]=[N:12][C:13]=2[N:14]2[CH2:19][CH2:18][CH:17]([C:20]3[N:21]([CH3:36])[CH:22]=[C:23]([C:25]4[CH:30]=[CH:29][C:28]([F:31])=[C:27]([C:32]([F:35])([F:34])[F:33])[CH:26]=4)[N:24]=3)[CH2:16][CH2:15]2)=CC=1.[NH2:38][C:39]1[CH:44]=[CH:43][C:42](B2OC(C)(C)C(C)(C)O2)=[CH:41][N:40]=1, predict the reaction product. The product is: [NH2:38][C:39]1[N:40]=[CH:41][C:42]([C:8]2[C:9]([NH2:37])=[N:10][CH:11]=[N:12][C:13]=2[N:14]2[CH2:15][CH2:16][CH:17]([C:20]3[N:21]([CH3:36])[CH:22]=[C:23]([C:25]4[CH:30]=[CH:29][C:28]([F:31])=[C:27]([C:32]([F:35])([F:34])[F:33])[CH:26]=4)[N:24]=3)[CH2:18][CH2:19]2)=[CH:43][CH:44]=1. (4) Given the reactants Br[C:2]1[CH:3]=[C:4]([C:14]([NH:16][CH2:17][C:18]2[C:19](=[O:27])[NH:20][C:21]([CH3:26])=[CH:22][C:23]=2[CH2:24][CH3:25])=[O:15])[C:5]2[CH:6]=[N:7][N:8]([CH:11]([CH3:13])[CH3:12])[C:9]=2[CH:10]=1.[Na].[CH:29]1([S:32]([OH:34])=[O:33])[CH2:31][CH2:30]1, predict the reaction product. The product is: [CH:29]1([S:32]([C:2]2[CH:3]=[C:4]([C:14]([NH:16][CH2:17][C:18]3[C:19](=[O:27])[NH:20][C:21]([CH3:26])=[CH:22][C:23]=3[CH2:24][CH3:25])=[O:15])[C:5]3[CH:6]=[N:7][N:8]([CH:11]([CH3:13])[CH3:12])[C:9]=3[CH:10]=2)(=[O:34])=[O:33])[CH2:31][CH2:30]1. (5) Given the reactants [Br:1]N1C(=O)CCC1=O.[CH3:9][O:10][C:11]1[CH:16]=[C:15]([CH2:17]O)[CH:14]=[CH:13][C:12]=1[C:19]1[CH:24]=[CH:23][CH:22]=[CH:21][CH:20]=1.C1(P(C2C=CC=CC=2)C2C=CC=CC=2)C=CC=CC=1, predict the reaction product. The product is: [Br:1][CH2:17][C:15]1[CH:14]=[CH:13][C:12]([C:19]2[CH:24]=[CH:23][CH:22]=[CH:21][CH:20]=2)=[C:11]([O:10][CH3:9])[CH:16]=1. (6) Given the reactants C[O:2][CH:3]=[CH:4][C:5]1[CH:10]=[CH:9][CH:8]=[C:7]([N+:11]([O-:13])=[O:12])[CH:6]=1.Cl.O, predict the reaction product. The product is: [N+:11]([C:7]1[CH:6]=[C:5]([CH2:4][CH:3]=[O:2])[CH:10]=[CH:9][CH:8]=1)([O-:13])=[O:12]. (7) Given the reactants [N:1]1[CH:6]=[CH:5][CH:4]=[N:3][C:2]=1[C:7]1[CH:14]=[CH:13][C:10]([CH:11]=O)=[CH:9][CH:8]=1.[Br-].[O:16]1CCO[CH:17]1[CH2:21][P+](C1C=CC=CC=1)(C1C=CC=CC=1)C1C=CC=CC=1.COCCOCCN(CCOCCOC)CCOCCOC, predict the reaction product. The product is: [N:1]1[CH:6]=[CH:5][CH:4]=[N:3][C:2]=1[C:7]1[CH:14]=[CH:13][C:10]([CH:11]=[CH:21][CH:17]=[O:16])=[CH:9][CH:8]=1.